Dataset: Forward reaction prediction with 1.9M reactions from USPTO patents (1976-2016). Task: Predict the product of the given reaction. (1) The product is: [CH2:19]([C:12]1[CH:13]=[CH:14][CH:15]=[C:16]([CH2:17][CH3:18])[C:11]=1[C:6]1[N:5]=[C:4]([C:21]#[N:22])[C:3]([CH2:2][N:30]([CH3:29])[C@@H:31]2[C:40]3[C:35](=[CH:36][CH:37]=[CH:38][CH:39]=3)[CH2:34][CH2:33][CH2:32]2)=[C:8]([O:9][CH3:10])[CH:7]=1)[CH3:20]. Given the reactants Br[CH2:2][C:3]1[C:4]([C:21]#[N:22])=[N:5][C:6]([C:11]2[C:16]([CH2:17][CH3:18])=[CH:15][CH:14]=[CH:13][C:12]=2[CH2:19][CH3:20])=[CH:7][C:8]=1[O:9][CH3:10].C([O-])([O-])=O.[K+].[K+].[CH3:29][NH:30][C@@H:31]1[C:40]2[C:35](=[CH:36][CH:37]=[CH:38][CH:39]=2)[CH2:34][CH2:33][CH2:32]1.CCCCCC, predict the reaction product. (2) Given the reactants [C:1]1([S:7]([C:10]([CH:15]2[CH2:27][CH2:26][C:25]3[C:24]4[C:19](=[CH:20][CH:21]=[C:22]([Cl:28])[CH:23]=4)[N:18](COC)[C:17]=3[CH2:16]2)([CH3:14])[CH2:11][O:12][CH3:13])(=[O:9])=[O:8])[CH:6]=[CH:5][CH:4]=[CH:3][CH:2]=1.C([O-])(O)=O.[Na+], predict the reaction product. The product is: [C:1]1([S:7]([C:10]([CH:15]2[CH2:27][CH2:26][C:25]3[C:24]4[C:19](=[CH:20][CH:21]=[C:22]([Cl:28])[CH:23]=4)[NH:18][C:17]=3[CH2:16]2)([CH3:14])[CH2:11][O:12][CH3:13])(=[O:9])=[O:8])[CH:6]=[CH:5][CH:4]=[CH:3][CH:2]=1. (3) Given the reactants [F:1][C:2]([F:7])([F:6])[C:3]([OH:5])=[O:4].FC(F)(F)C(O)=O.[Cl:15][C:16]1[CH:17]=[N:18][C:19]2[NH:20][C:21]3[CH:22]=[CH:23][CH:24]=[C:25]([CH:38]=3)[CH2:26][CH2:27][C:28]3[CH:36]=[C:32]([NH:33][C:34]=1[N:35]=2)[CH:31]=[C:30]([NH2:37])[CH:29]=3.[N:39]1[CH:44]=[CH:43][CH:42]=[CH:41][C:40]=1[C:45](Cl)=[O:46], predict the reaction product. The product is: [F:1][C:2]([F:7])([F:6])[C:3]([OH:5])=[O:4].[Cl:15][C:16]1[CH:17]=[N:18][C:19]2[NH:20][C:21]3[CH:22]=[CH:23][CH:24]=[C:25]([CH:38]=3)[CH2:26][CH2:27][C:28]3[CH:36]=[C:32]([NH:33][C:34]=1[N:35]=2)[CH:31]=[C:30]([NH:37][C:45]([C:40]1[CH:41]=[CH:42][CH:43]=[CH:44][N:39]=1)=[O:46])[CH:29]=3. (4) Given the reactants [NH2:1][CH2:2][CH2:3][CH2:4][CH2:5][N:6]1[C:18]2[C:17]3[CH:16]=[CH:15][CH:14]=[CH:13][C:12]=3[N:11]=[C:10]([NH2:19])[C:9]=2[N:8]=[C:7]1[CH2:20][CH2:21][CH2:22][CH2:23][CH3:24].[C:25]1([S:31](Cl)(=[O:33])=[O:32])[CH:30]=[CH:29][CH:28]=[CH:27][CH:26]=1, predict the reaction product. The product is: [NH2:19][C:10]1[C:9]2[N:8]=[C:7]([CH2:20][CH2:21][CH2:22][CH2:23][CH3:24])[N:6]([CH2:5][CH2:4][CH2:3][CH2:2][NH:1][S:31]([C:25]3[CH:30]=[CH:29][CH:28]=[CH:27][CH:26]=3)(=[O:33])=[O:32])[C:18]=2[C:17]2[CH:16]=[CH:15][CH:14]=[CH:13][C:12]=2[N:11]=1. (5) The product is: [C:5]([CH:13]1[CH2:12][C:11]2[C:15](=[CH:16][CH:17]=[C:9]([F:8])[CH:10]=2)[C:14]1=[O:18])(=[O:6])[CH3:4]. Given the reactants [H-].[Na+].C1C[O:6][CH2:5][CH2:4]1.[F:8][C:9]1[CH:10]=[C:11]2[C:15](=[CH:16][CH:17]=1)[C:14](=[O:18])[CH2:13][CH2:12]2.Cl, predict the reaction product.